The task is: Predict the product of the given reaction.. This data is from Forward reaction prediction with 1.9M reactions from USPTO patents (1976-2016). (1) The product is: [Si:16]([O:4][CH2:3][C:2](=[CH2:1])[CH2:5][OH:6])([C:12]([CH3:15])([CH3:14])[CH3:13])([C:23]1[CH:24]=[CH:25][CH:26]=[CH:27][CH:28]=1)[C:17]1[CH:22]=[CH:21][CH:20]=[CH:19][CH:18]=1. Given the reactants [CH2:1]=[C:2]([CH2:5][OH:6])[CH2:3][OH:4].N1C=CN=C1.[C:12]([Si:16](Cl)([C:23]1[CH:28]=[CH:27][CH:26]=[CH:25][CH:24]=1)[C:17]1[CH:22]=[CH:21][CH:20]=[CH:19][CH:18]=1)([CH3:15])([CH3:14])[CH3:13], predict the reaction product. (2) Given the reactants C[O:2][C:3](=[O:23])[C:4]1[C:5](=[C:10]([NH:14][C:15]2[CH:20]=[CH:19][CH:18]=[C:17]([O:21][CH3:22])[CH:16]=2)[CH:11]=[CH:12][CH:13]=1)[C:6]([O:8]C)=[O:7].[OH-].[Na+], predict the reaction product. The product is: [CH3:22][O:21][C:17]1[CH:16]=[C:15]([NH:14][C:10]2[CH:11]=[CH:12][CH:13]=[C:4]([C:3]([OH:23])=[O:2])[C:5]=2[C:6]([OH:8])=[O:7])[CH:20]=[CH:19][CH:18]=1. (3) The product is: [C:1]([N:5]1[C:9](=[O:10])[C:8]([NH:21][CH2:22][C:23]([O:25][CH3:26])=[O:24])=[C:7]([C:12]2[CH:17]=[CH:16][CH:15]=[CH:14][CH:13]=2)[S:6]1(=[O:19])=[O:18])([CH3:4])([CH3:3])[CH3:2]. Given the reactants [C:1]([N:5]1[C:9](=[O:10])[C:8](Cl)=[C:7]([C:12]2[CH:17]=[CH:16][CH:15]=[CH:14][CH:13]=2)[S:6]1(=[O:19])=[O:18])([CH3:4])([CH3:3])[CH3:2].Cl.[NH2:21][CH2:22][C:23]([O:25][CH3:26])=[O:24], predict the reaction product.